Dataset: Forward reaction prediction with 1.9M reactions from USPTO patents (1976-2016). Task: Predict the product of the given reaction. (1) Given the reactants CN(C=O)C.[CH2:6]([N:10]1[C:14](=[O:15])[C:13](O)=[C:12]([C:17]2[CH:22]=[CH:21][CH:20]=[C:19]([Cl:23])[CH:18]=2)[S:11]1(=[O:25])=[O:24])[CH2:7][CH2:8][CH3:9].C(Cl)(=O)C([Cl:29])=O, predict the reaction product. The product is: [CH2:6]([N:10]1[C:14](=[O:15])[C:13]([Cl:29])=[C:12]([C:17]2[CH:22]=[CH:21][CH:20]=[C:19]([Cl:23])[CH:18]=2)[S:11]1(=[O:25])=[O:24])[CH2:7][CH2:8][CH3:9]. (2) Given the reactants [Cl:1][C:2]1[CH:3]=[C:4]([C:12]2[S:13][C:14]([C:17]3[CH:34]=[CH:33][C:20]4[CH2:21][CH2:22][N:23](C(OC(C)(C)C)=O)[CH2:24][CH2:25][C:19]=4[CH:18]=3)=[CH:15][N:16]=2)[CH:5]=[CH:6][C:7]=1[O:8][CH:9]([CH3:11])[CH3:10].Cl, predict the reaction product. The product is: [ClH:1].[Cl:1][C:2]1[CH:3]=[C:4]([C:12]2[S:13][C:14]([C:17]3[CH:34]=[CH:33][C:20]4[CH2:21][CH2:22][NH:23][CH2:24][CH2:25][C:19]=4[CH:18]=3)=[CH:15][N:16]=2)[CH:5]=[CH:6][C:7]=1[O:8][CH:9]([CH3:11])[CH3:10].